This data is from Reaction yield outcomes from USPTO patents with 853,638 reactions. The task is: Predict the reaction yield, written as a fraction of the theoretical maximum amount of product (1.0 means a 100% yield; for example, 0.34 means a 34% yield). (1) The reactants are F[C:2]1[CH:7]=[CH:6][C:5]([N+:8]([O-])=O)=[CH:4][CH:3]=1.C(=O)([O-])[O-].[K+].[K+].[OH:17][C@H:18]1[CH2:22][NH:21][C@H:20]([C:23]([OH:25])=[O:24])[CH2:19]1.Cl. The catalyst is O. The product is [NH2:8][C:5]1[CH:6]=[CH:7][C:2]([N:21]2[CH2:22][CH:18]([OH:17])[CH2:19][CH:20]2[C:23]([OH:25])=[O:24])=[CH:3][CH:4]=1. The yield is 0.890. (2) The reactants are [Cl:1][C:2]1[C:3]([O:12][C:13]2[CH:18]=[C:17]([O:19][CH2:20][CH2:21][O:22][CH3:23])[CH:16]=[CH:15][C:14]=2/[CH:24]=[CH:25]/[C:26]([OH:28])=O)=[N:4][CH:5]=[C:6]([C:8]([F:11])([F:10])[F:9])[CH:7]=1.Cl.C(N=C=NCCCN(C)C)C.[Cl:41][C:42]1[CH:43]=[C:44]([S:48]([NH2:51])(=[O:50])=[O:49])[CH:45]=[CH:46][CH:47]=1.Cl. The catalyst is C(#N)C.CN(C)C1C=CN=CC=1.C(OCC)(=O)C. The product is [Cl:41][C:42]1[CH:43]=[C:44]([S:48]([NH:51][C:26](=[O:28])/[CH:25]=[CH:24]/[C:14]2[CH:15]=[CH:16][C:17]([O:19][CH2:20][CH2:21][O:22][CH3:23])=[CH:18][C:13]=2[O:12][C:3]2[C:2]([Cl:1])=[CH:7][C:6]([C:8]([F:11])([F:10])[F:9])=[CH:5][N:4]=2)(=[O:49])=[O:50])[CH:45]=[CH:46][CH:47]=1. The yield is 1.00.